The task is: Predict the product of the given reaction.. This data is from Forward reaction prediction with 1.9M reactions from USPTO patents (1976-2016). (1) Given the reactants [C:1]([S:4][CH2:5][CH:6]([CH2:10][C:11]1[CH:16]=[CH:15][CH:14]=[CH:13][CH:12]=1)[C:7]([OH:9])=O)(=[O:3])[CH3:2].[CH3:17][O:18][C:19](=[O:30])[C@H:20]([CH2:22][C:23]1[CH:28]=[CH:27][C:26]([OH:29])=[CH:25][CH:24]=1)[NH2:21].CN(C(ON1N=NC2C=CC=CC1=2)=[N+](C)C)C.F[P-](F)(F)(F)(F)F.C(N(CC)CC)C, predict the reaction product. The product is: [CH3:17][O:18][C:19](=[O:30])[CH:20]([NH:21][C:7](=[O:9])[CH:6]([CH2:5][S:4][C:1](=[O:3])[CH3:2])[CH2:10][C:11]1[CH:16]=[CH:15][CH:14]=[CH:13][CH:12]=1)[CH2:22][C:23]1[CH:28]=[CH:27][C:26]([OH:29])=[CH:25][CH:24]=1. (2) Given the reactants [CH3:1][O:2][C:3]1[CH:9]=[CH:8][C:6]([NH2:7])=[C:5]([C:10]2[S:11][CH:12]=[CH:13][N:14]=2)[CH:4]=1.[CH3:15][C:16]1[O:20][N:19]=[C:18]([NH:21][C:22](=O)[O:23]C2C=CC=CC=2)[CH:17]=1, predict the reaction product. The product is: [CH3:1][O:2][C:3]1[CH:9]=[CH:8][C:6]([NH:7][C:22]([NH:21][C:18]2[CH:17]=[C:16]([CH3:15])[O:20][N:19]=2)=[O:23])=[C:5]([C:10]2[S:11][CH:12]=[CH:13][N:14]=2)[CH:4]=1. (3) Given the reactants [F:1][C:2]1[CH:3]=[C:4]([OH:16])[CH:5]=[C:6]([C:8]2([O:14][CH3:15])[CH2:13][CH2:12][O:11][CH2:10][CH2:9]2)[CH:7]=1.Br[CH2:18][C:19]1[CH:28]=[CH:27][C:22]([C:23]([O:25][CH3:26])=[O:24])=[CH:21][CH:20]=1.C([O-])([O-])=O.[K+].[K+].O, predict the reaction product. The product is: [F:1][C:2]1[CH:3]=[C:4]([CH:5]=[C:6]([C:8]2([O:14][CH3:15])[CH2:9][CH2:10][O:11][CH2:12][CH2:13]2)[CH:7]=1)[O:16][CH2:18][C:19]1[CH:28]=[CH:27][C:22]([C:23]([O:25][CH3:26])=[O:24])=[CH:21][CH:20]=1. (4) Given the reactants [OH:1][C:2]1[C:11]([OH:12])=[CH:10][CH:9]=[CH:8][C:3]=1[C:4]([O:6][CH3:7])=[O:5].[C:13]1(B(O)O)[CH:18]=[CH:17][CH:16]=[CH:15][CH:14]=1.C(N(CC)CC)C, predict the reaction product. The product is: [O:12]([C:11]1[C:2]([OH:1])=[C:3]([CH:8]=[CH:9][CH:10]=1)[C:4]([O:6][CH3:7])=[O:5])[C:13]1[CH:18]=[CH:17][CH:16]=[CH:15][CH:14]=1. (5) The product is: [CH2:21]([NH:20][CH2:19][CH2:18][N:9]1[CH:8]([CH2:1][C:2]2[CH:3]=[CH:4][CH:5]=[CH:6][CH:7]=2)[CH2:17][C:16]2[C:11](=[CH:12][CH:13]=[CH:14][CH:15]=2)[CH2:10]1)[C:22]1[CH:27]=[CH:26][CH:25]=[CH:24][CH:23]=1. Given the reactants [CH2:1]([CH:8]1[CH2:17][C:16]2[C:11](=[CH:12][CH:13]=[CH:14][CH:15]=2)[CH2:10][N:9]1[CH2:18][CH2:19][NH2:20])[C:2]1[CH:7]=[CH:6][CH:5]=[CH:4][CH:3]=1.[CH:21](=O)[C:22]1[CH:27]=[CH:26][CH:25]=[CH:24][CH:23]=1.C(O[BH-](OC(=O)C)OC(=O)C)(=O)C.[Na+].C(=O)([O-])O.[Na+], predict the reaction product. (6) Given the reactants [CH2:1]([N:4]([CH2:20][CH2:21][CH3:22])[C:5]1([C:8]2[CH:13]=[CH:12][C:11]([C:14]#[C:15][Si](C)(C)C)=[CH:10][CH:9]=2)[CH2:7][CH2:6]1)[CH2:2][CH3:3].C(=O)([O-])[O-].[K+].[K+], predict the reaction product. The product is: [C:14]([C:11]1[CH:12]=[CH:13][C:8]([C:5]2([N:4]([CH2:20][CH2:21][CH3:22])[CH2:1][CH2:2][CH3:3])[CH2:6][CH2:7]2)=[CH:9][CH:10]=1)#[CH:15]. (7) Given the reactants [F:1][C:2]1[CH:3]=[CH:4][C:5]([CH3:12])=[C:6]([CH2:8][C@H:9]([OH:11])[CH3:10])[CH:7]=1.CCN(C(C)C)C(C)C.[CH3:22][S:23](Cl)(=[O:25])=[O:24].C([O-])(O)=O.[Na+], predict the reaction product. The product is: [CH3:22][S:23]([O:11][C@H:9]([CH3:10])[CH2:8][C:6]1[CH:7]=[C:2]([F:1])[CH:3]=[CH:4][C:5]=1[CH3:12])(=[O:25])=[O:24].